Dataset: Peptide-MHC class I binding affinity with 185,985 pairs from IEDB/IMGT. Task: Regression. Given a peptide amino acid sequence and an MHC pseudo amino acid sequence, predict their binding affinity value. This is MHC class I binding data. (1) The peptide sequence is SLQTIASKK. The MHC is HLA-A02:02 with pseudo-sequence HLA-A02:02. The binding affinity (normalized) is 0. (2) The peptide sequence is TPTHLSLAI. The MHC is HLA-B35:01 with pseudo-sequence HLA-B35:01. The binding affinity (normalized) is 0.738. (3) The peptide sequence is VDRFYKTLRA. The MHC is HLA-A31:01 with pseudo-sequence HLA-A31:01. The binding affinity (normalized) is 0. (4) The peptide sequence is AHIDNYNKF. The MHC is HLA-A26:01 with pseudo-sequence HLA-A26:01. The binding affinity (normalized) is 0. (5) The peptide sequence is HTLESPVEF. The MHC is HLA-B08:01 with pseudo-sequence HLA-B08:01. The binding affinity (normalized) is 0.0847. (6) The peptide sequence is KRFYQTVGF. The MHC is HLA-B15:01 with pseudo-sequence HLA-B15:01. The binding affinity (normalized) is 0.0847. (7) The peptide sequence is MTYLDGHPV. The MHC is HLA-B44:02 with pseudo-sequence HLA-B44:02. The binding affinity (normalized) is 0.213. (8) The peptide sequence is DFFPSVRDLL. The MHC is Patr-A0401 with pseudo-sequence Patr-A0401. The binding affinity (normalized) is 0. (9) The peptide sequence is RVLGRVLPY. The MHC is HLA-A69:01 with pseudo-sequence HLA-A69:01. The binding affinity (normalized) is 0.0847.